Dataset: Peptide-MHC class I binding affinity with 185,985 pairs from IEDB/IMGT. Task: Regression. Given a peptide amino acid sequence and an MHC pseudo amino acid sequence, predict their binding affinity value. This is MHC class I binding data. (1) The peptide sequence is RSTLANGWY. The MHC is HLA-A26:01 with pseudo-sequence HLA-A26:01. The binding affinity (normalized) is 0.410. (2) The peptide sequence is RRWIQLGLQK. The MHC is HLA-A33:01 with pseudo-sequence HLA-A33:01. The binding affinity (normalized) is 0. (3) The peptide sequence is KLGGGQYGK. The MHC is HLA-A03:01 with pseudo-sequence HLA-A03:01. The binding affinity (normalized) is 0.507.